This data is from Catalyst prediction with 721,799 reactions and 888 catalyst types from USPTO. The task is: Predict which catalyst facilitates the given reaction. (1) Reactant: [Cl:1][C:2]1[CH:3]=[C:4]([CH:6]=[C:7]([F:35])[C:8]=1[CH2:9][S:10][C:11]1[N:12]([C:28]2[CH:33]=[CH:32][C:31]([F:34])=[CH:30][CH:29]=2)[C:13]([C:16]([C:19]2[CH:24]=[CH:23][C:22]([Cl:25])=[C:21]([O:26][CH3:27])[CH:20]=2)([CH3:18])[CH3:17])=[CH:14][N:15]=1)[NH2:5].C([O:40][C:41](=[O:55])[CH2:42][C@H:43]([NH:47]C(OC(C)(C)C)=O)[C:44](O)=[O:45])(C)(C)C.CN(C(ON1N=NC2C=CC=NC1=2)=[N+](C)C)C.F[P-](F)(F)(F)(F)F.CCN(C(C)C)C(C)C.C(O)(C(F)(F)F)=O. Product: [NH2:47][C@H:43]([C:44]([NH:5][C:4]1[CH:6]=[C:7]([F:35])[C:8]([CH2:9][S:10][C:11]2[N:12]([C:28]3[CH:29]=[CH:30][C:31]([F:34])=[CH:32][CH:33]=3)[C:13]([C:16]([C:19]3[CH:24]=[CH:23][C:22]([Cl:25])=[C:21]([O:26][CH3:27])[CH:20]=3)([CH3:17])[CH3:18])=[CH:14][N:15]=2)=[C:2]([Cl:1])[CH:3]=1)=[O:45])[CH2:42][C:41]([OH:55])=[O:40]. The catalyst class is: 2. (2) Reactant: [F:1][C:2]1[C:3]([CH3:22])=[C:4]([C@:8]2([C:18]([O:20][CH3:21])=[O:19])[CH2:12][CH2:11][C:10]([C:13]3[CH:14]=[N:15][NH:16][CH:17]=3)=[CH:9]2)[CH:5]=[CH:6][CH:7]=1.C([O-])=O.[NH4+]. Product: [F:1][C:2]1[C:3]([CH3:22])=[C:4]([C@:8]2([C:18]([O:20][CH3:21])=[O:19])[CH2:12][CH2:11][CH:10]([C:13]3[CH:17]=[N:16][NH:15][CH:14]=3)[CH2:9]2)[CH:5]=[CH:6][CH:7]=1. The catalyst class is: 19.